This data is from TCR-epitope binding with 47,182 pairs between 192 epitopes and 23,139 TCRs. The task is: Binary Classification. Given a T-cell receptor sequence (or CDR3 region) and an epitope sequence, predict whether binding occurs between them. (1) The epitope is KTSVDCTMYI. The TCR CDR3 sequence is CSASPLAGDLNEQFF. Result: 1 (the TCR binds to the epitope). (2) The epitope is LLWNGPMAV. The TCR CDR3 sequence is CASSASRNTDGTDTQYF. Result: 1 (the TCR binds to the epitope). (3) The TCR CDR3 sequence is CASSPAADSSYNEQFF. Result: 1 (the TCR binds to the epitope). The epitope is ITEEVGHTDLMAAY. (4) The epitope is HSKKKCDEL. The TCR CDR3 sequence is CSAVAGGTQADTQYF. Result: 0 (the TCR does not bind to the epitope). (5) The TCR CDR3 sequence is CASSKGGGGRCSYEQYF. Result: 1 (the TCR binds to the epitope). The epitope is VVYRGTTTY. (6) The epitope is LLWNGPMAV. The TCR CDR3 sequence is CASSRALGSYNEQFF. Result: 0 (the TCR does not bind to the epitope).